From a dataset of HIV replication inhibition screening data with 41,000+ compounds from the AIDS Antiviral Screen. Binary Classification. Given a drug SMILES string, predict its activity (active/inactive) in a high-throughput screening assay against a specified biological target. (1) The molecule is CC1=CC(=O)C(C)(C2=NC(C)(C)CO2)c2ccccc21. The result is 1 (active). (2) The compound is O=C(CC1(O)C(=O)N(CN2CCCCC2)c2ccccc21)c1ccccc1. The result is 0 (inactive). (3) The compound is CCCCN(O)C1CC(n2cc(C)c(=O)[nH]c2=O)OC1CO[Si](C)(C)C(C)(C)C. The result is 0 (inactive). (4) The compound is NC1=C(O)C(=O)c2ccccc2C1=O. The result is 0 (inactive). (5) The molecule is C=CCOC(=O)Cn1cc(C)c(=O)[nH]c1=O. The result is 0 (inactive). (6) The compound is CCOC(=O)C(Cc1ccccc1)NC(=O)c1ccc(N=NN(C)C)cc1. The result is 0 (inactive). (7) The compound is O=C1c2ccccc2-c2nnc3c(c21)Cc1ccccc1C3. The result is 0 (inactive). (8) The molecule is CCOC(COc1c2occc2cc2ccc(=O)oc12)OCC. The result is 0 (inactive). (9) The molecule is Nc1nc(N)c2cc(Cl)ccc2n1. The result is 0 (inactive).